From a dataset of Ames mutagenicity test results for genotoxicity prediction. Regression/Classification. Given a drug SMILES string, predict its toxicity properties. Task type varies by dataset: regression for continuous values (e.g., LD50, hERG inhibition percentage) or binary classification for toxic/non-toxic outcomes (e.g., AMES mutagenicity, cardiotoxicity, hepatotoxicity). Dataset: ames. The molecule is ClC1c2cccc3ccc4c5ccccc5cc1c4c23. The result is 1 (mutagenic).